From a dataset of Forward reaction prediction with 1.9M reactions from USPTO patents (1976-2016). Predict the product of the given reaction. The product is: [Br:13][C:14]1[CH:22]=[C:21]2[NH:20][C:19](=[O:31])[C:18]3([CH:32]([C:33]4[CH:38]=[CH:37][CH:36]=[C:35]([Cl:39])[CH:34]=4)[CH2:7][C:6](=[O:8])[NH:5][CH:4]3[C:1]([CH3:3])=[CH2:2])[C:17]2=[CH:16][CH:15]=1.[CH3:23][O:24][CH:25]([Si:9]([CH3:10])([CH3:11])[CH3:12])[CH3:26]. Given the reactants [C:1]([CH:4]=[N:5][C:6]([O:8][Si:9]([CH3:12])([CH3:11])[CH3:10])=[CH2:7])([CH3:3])=[CH2:2].[Br:13][C:14]1[CH:22]=[C:21]2[C:17](/[C:18](=[CH:32]/[C:33]3[CH:38]=[CH:37][CH:36]=[C:35]([Cl:39])[CH:34]=3)/[C:19](=[O:31])[N:20]2[CH2:23][O:24][CH2:25][CH2:26][Si](C)(C)C)=[CH:16][CH:15]=1.CO, predict the reaction product.